Dataset: Full USPTO retrosynthesis dataset with 1.9M reactions from patents (1976-2016). Task: Predict the reactants needed to synthesize the given product. (1) Given the product [C:1]([C:5]1[O:9][N:8]=[C:7]([NH:10][C:11]([C@@H:13]2[CH2:17][C:16](=[O:18])[CH2:15][N:14]2[C:19]2[C:24]([Cl:25])=[CH:23][C:22]([C:26]([F:27])([F:28])[F:29])=[CH:21][N:20]=2)=[O:12])[CH:6]=1)([CH3:4])([CH3:2])[CH3:3], predict the reactants needed to synthesize it. The reactants are: [C:1]([C:5]1[O:9][N:8]=[C:7]([NH:10][C:11]([C@@H:13]2[CH2:17][C@H:16]([OH:18])[CH2:15][N:14]2[C:19]2[C:24]([Cl:25])=[CH:23][C:22]([C:26]([F:29])([F:28])[F:27])=[CH:21][N:20]=2)=[O:12])[CH:6]=1)([CH3:4])([CH3:3])[CH3:2].C(N(CC)CC)C. (2) Given the product [CH3:1][O:3][CH2:4][CH:5]1[CH2:18][O:17][C:16]2[C:7](=[CH:8][C:9]3[C:10]([C:23]([F:24])([F:26])[F:25])=[CH:11][C:12](=[O:19])[NH:13][C:14]=3[CH:15]=2)[N:6]1[CH2:27][C:28]([F:31])([F:29])[F:30], predict the reactants needed to synthesize it. The reactants are: [CH2:1]([O:3][CH2:4][CH:5]1[CH2:18][O:17][C:16]2[C:7](=[CH:8][C:9]3[C:10]([C:23]([F:26])([F:25])[F:24])=[CH:11][C:12]([O:19]C(C)C)=[N:13][C:14]=3[CH:15]=2)[N:6]1[CH2:27][C:28]([F:31])([F:30])[F:29])C.